This data is from Full USPTO retrosynthesis dataset with 1.9M reactions from patents (1976-2016). The task is: Predict the reactants needed to synthesize the given product. Given the product [CH3:1][N:2]1[CH2:3][CH2:4][C:17]([C:14]2[CH:15]=[CH:16][C:11]([Cl:10])=[CH:12][CH:13]=2)([C:18]#[N:19])[CH2:7][CH2:6]1, predict the reactants needed to synthesize it. The reactants are: [CH3:1][N:2]([CH2:6][CH2:7]Cl)[CH2:3][CH2:4]Cl.Cl.[Cl:10][C:11]1[CH:16]=[CH:15][C:14]([CH2:17][C:18]#[N:19])=[CH:13][CH:12]=1.[H-].[Na+].